Dataset: Full USPTO retrosynthesis dataset with 1.9M reactions from patents (1976-2016). Task: Predict the reactants needed to synthesize the given product. Given the product [CH2:12]([S:15][C:2]1[CH:7]=[CH:6][N+:5]([O-:8])=[CH:4][C:3]=1[CH3:9])[CH2:13][CH3:14], predict the reactants needed to synthesize it. The reactants are: Cl[C:2]1[CH:7]=[CH:6][N+:5]([O-:8])=[CH:4][C:3]=1[CH3:9].[OH-].[Na+].[CH2:12]([SH:15])[CH2:13][CH3:14].